Dataset: Forward reaction prediction with 1.9M reactions from USPTO patents (1976-2016). Task: Predict the product of the given reaction. (1) Given the reactants [Cl:1][C:2]1[CH:3]=[CH:4][C:5]([O:32][CH3:33])=[C:6]([NH:8][C:9](=[O:31])[CH2:10][N:11]2[C:15]3[CH2:16][N:17](C(OC(C)(C)C)=O)[CH2:18][CH2:19][C:14]=3[C:13]([C:27]([F:30])([F:29])[F:28])=[N:12]2)[CH:7]=1.FC(F)(F)C(O)=O, predict the reaction product. The product is: [Cl:1][C:2]1[CH:3]=[CH:4][C:5]([O:32][CH3:33])=[C:6]([NH:8][C:9](=[O:31])[CH2:10][N:11]2[C:15]3[CH2:16][NH:17][CH2:18][CH2:19][C:14]=3[C:13]([C:27]([F:30])([F:29])[F:28])=[N:12]2)[CH:7]=1. (2) Given the reactants Br[C:2]1[CH:3]=[N:4][C:5]2[N:6]([N:8]=[C:9]([CH3:11])[CH:10]=2)[CH:7]=1.[Cl:12][C:13]1[CH:18]=[CH:17][C:16]([C:19]#[CH:20])=[CH:15][CH:14]=1, predict the reaction product. The product is: [Cl:12][C:13]1[CH:18]=[CH:17][C:16]([C:19]#[C:20][C:2]2[CH:3]=[N:4][C:5]3[N:6]([N:8]=[C:9]([CH3:11])[CH:10]=3)[CH:7]=2)=[CH:15][CH:14]=1. (3) The product is: [CH3:1][C:2]1[CH:25]=[CH:24][C:5]([CH2:6][N:7]2[C:18](=[O:19])[CH2:17][N:9]([C:10]3[CH:15]=[CH:14][C:13]([CH3:16])=[CH:12][CH:11]=3)[C:8]2=[O:23])=[CH:4][CH:3]=1. Given the reactants [CH3:1][C:2]1[CH:25]=[CH:24][C:5]([CH2:6][NH:7][C:8](=[O:23])[N:9]([CH2:17][C:18](OCC)=[O:19])[C:10]2[CH:15]=[CH:14][C:13]([CH3:16])=[CH:12][CH:11]=2)=[CH:4][CH:3]=1.[H-].[Na+], predict the reaction product. (4) The product is: [C:1]1([CH:7]([C:11]2[CH:16]=[CH:15][CH:14]=[CH:13][CH:12]=2)[C:8]([NH:17][CH2:18][CH2:19][CH2:20][N:21]2[CH2:26][CH2:25][CH:24]([C:27]3[CH:28]=[C:29]([NH:33][C:34](=[O:38])[CH2:35][CH2:36][CH3:37])[CH:30]=[CH:31][CH:32]=3)[CH2:23][CH2:22]2)=[O:9])[CH:6]=[CH:5][CH:4]=[CH:3][CH:2]=1. Given the reactants [C:1]1([CH:7]([C:11]2[CH:16]=[CH:15][CH:14]=[CH:13][CH:12]=2)[C:8](Cl)=[O:9])[CH:6]=[CH:5][CH:4]=[CH:3][CH:2]=1.[NH2:17][CH2:18][CH2:19][CH2:20][N:21]1[CH2:26][CH2:25][CH:24]([C:27]2[CH:28]=[C:29]([NH:33][C:34](=[O:38])[CH2:35][CH2:36][CH3:37])[CH:30]=[CH:31][CH:32]=2)[CH2:23][CH2:22]1, predict the reaction product. (5) Given the reactants Br[C:2]1[N:3]([C:13]2[N:14]=[CH:15][N:16]=[C:17]([NH2:20])[C:18]=2[N:19]=1)[C@@H:4]1[O:12][C@H:9]([CH2:10][OH:11])[C@@H:7]([OH:8])[C@H:5]1[OH:6].C[Si](C)(C)N[Si](C)(C)C.[CH2:30]([Sn](CCCC)(CCCC)C=CC)[CH2:31][CH2:32]C, predict the reaction product. The product is: [NH4+:3].[OH-:6].[CH:30]([C:2]1[N:3]([C:13]2[N:14]=[CH:15][N:16]=[C:17]([NH2:20])[C:18]=2[N:19]=1)[C@@H:4]1[O:12][C@H:9]([CH2:10][OH:11])[C@@H:7]([OH:8])[C@H:5]1[OH:6])=[CH:31][CH3:32]. (6) The product is: [Cl:18][C:9]1[CH:8]=[CH:7][C:6]([NH2:10])=[CH:5][C:4]=1[CH:1]([CH3:3])[CH3:2]. Given the reactants [CH:1]([C:4]1[CH:5]=[C:6]([NH2:10])[CH:7]=[CH:8][CH:9]=1)([CH3:3])[CH3:2].C1C(=O)N([Cl:18])C(=O)C1, predict the reaction product. (7) Given the reactants [CH2:1]([C:3]1[CH:4]=[C:5]([CH:11]([OH:42])[C:12]2[N:13]([C:23]([C:36]3[CH:41]=[CH:40][CH:39]=[CH:38][CH:37]=3)([C:30]3[CH:35]=[CH:34][CH:33]=[CH:32][CH:31]=3)[C:24]3[CH:29]=[CH:28][CH:27]=[CH:26][CH:25]=3)[CH:14]=[C:15]([C:17]3[CH:22]=[CH:21][CH:20]=[CH:19][CH:18]=3)[N:16]=2)[C:6]([F:10])=[C:7]([OH:9])[CH:8]=1)[CH3:2].C([O-])([O-])=O.[K+].[K+].I[CH2:50][CH3:51], predict the reaction product. The product is: [CH2:50]([O:9][C:7]1[C:6]([F:10])=[C:5]([CH:11]([C:12]2[N:13]([C:23]([C:36]3[CH:37]=[CH:38][CH:39]=[CH:40][CH:41]=3)([C:30]3[CH:31]=[CH:32][CH:33]=[CH:34][CH:35]=3)[C:24]3[CH:29]=[CH:28][CH:27]=[CH:26][CH:25]=3)[CH:14]=[C:15]([C:17]3[CH:22]=[CH:21][CH:20]=[CH:19][CH:18]=3)[N:16]=2)[OH:42])[CH:4]=[C:3]([CH2:1][CH3:2])[CH:8]=1)[CH3:51].